Dataset: Full USPTO retrosynthesis dataset with 1.9M reactions from patents (1976-2016). Task: Predict the reactants needed to synthesize the given product. (1) The reactants are: [NH2:1][C:2]1[S:3][C:4]2[C:9]([N:10]=1)=[CH:8][CH:7]=[C:6]([O:11][C:12]1[CH:13]=[CH:14][C:15]([F:33])=[C:16]([NH:18][C:19](=[O:32])[C:20]3[CH:25]=[CH:24][CH:23]=[C:22]([C:26]4([C:29]#[N:30])[CH2:28][CH2:27]4)[C:21]=3[Cl:31])[CH:17]=1)[N:5]=2.N1C=CC=CC=1.[CH:40]1([C:43](Cl)=[O:44])[CH2:42][CH2:41]1.C(=O)([O-])O.[Na+]. Given the product [Cl:31][C:21]1[C:22]([C:26]2([C:29]#[N:30])[CH2:28][CH2:27]2)=[CH:23][CH:24]=[CH:25][C:20]=1[C:19]([NH:18][C:16]1[CH:17]=[C:12]([O:11][C:6]2[N:5]=[C:4]3[S:3][C:2]([NH:1][C:43]([CH:40]4[CH2:42][CH2:41]4)=[O:44])=[N:10][C:9]3=[CH:8][CH:7]=2)[CH:13]=[CH:14][C:15]=1[F:33])=[O:32], predict the reactants needed to synthesize it. (2) Given the product [CH3:51][Si:2]([CH3:1])([CH3:50])[CH2:3][CH2:4][O:5][CH2:6][N:7]([CH2:42][O:43][CH2:44][CH2:45][Si:46]([CH3:47])([CH3:48])[CH3:49])[C:8]1[N:13]2[N:14]=[CH:15][C:16]([C:17]3[CH:18]=[N:19][C:20]4[C:25]([CH:26]=3)=[CH:24][C:23]([F:27])=[CH:22][CH:21]=4)=[C:12]2[N:11]=[C:10]([CH:28]([NH:30][C:31]([C:33]2([CH3:41])[CH2:38][O:37][C:36]([CH3:40])([CH3:39])[O:35][CH2:34]2)=[O:32])[CH3:29])[C:9]=1[Br:52], predict the reactants needed to synthesize it. The reactants are: [CH3:1][Si:2]([CH3:51])([CH3:50])[CH2:3][CH2:4][O:5][CH2:6][N:7]([CH2:42][O:43][CH2:44][CH2:45][Si:46]([CH3:49])([CH3:48])[CH3:47])[C:8]1[N:13]2[N:14]=[CH:15][C:16]([C:17]3[CH:18]=[N:19][C:20]4[C:25]([CH:26]=3)=[CH:24][C:23]([F:27])=[CH:22][CH:21]=4)=[C:12]2[N:11]=[C:10]([CH:28]([NH:30][C:31]([C:33]2([CH3:41])[CH2:38][O:37][C:36]([CH3:40])([CH3:39])[O:35][CH2:34]2)=[O:32])[CH3:29])[CH:9]=1.[Br:52]N1C(=O)CCC1=O. (3) Given the product [CH3:1][O:2][C:3]1[CH:4]=[C:5]([CH2:11][CH2:12][C:13]([NH2:23])=[O:15])[CH:6]=[CH:7][C:8]=1[O:9][CH3:10], predict the reactants needed to synthesize it. The reactants are: [CH3:1][O:2][C:3]1[CH:4]=[C:5]([CH2:11][CH2:12][C:13]([OH:15])=O)[CH:6]=[CH:7][C:8]=1[O:9][CH3:10].ClC(OCC)=O.[OH-].[NH4+:23]. (4) Given the product [CH:1]([C:4]1[N:5]=[C:6]([C:32]2[CH:33]=[CH:34][C:35]([C:38]([F:41])([F:39])[F:40])=[CH:36][CH:37]=2)[S:7][C:8]=1[CH2:9][CH2:10][C:11]([C:13]1[CH:18]=[CH:17][C:16]([N:19]([CH3:44])[S:20]([C:23]2[CH:28]=[CH:27][CH:26]=[CH:25][C:24]=2[N+:29]([O-:31])=[O:30])(=[O:21])=[O:22])=[CH:15][CH:14]=1)=[O:12])([CH3:3])[CH3:2], predict the reactants needed to synthesize it. The reactants are: [CH:1]([C:4]1[N:5]=[C:6]([C:32]2[CH:37]=[CH:36][C:35]([C:38]([F:41])([F:40])[F:39])=[CH:34][CH:33]=2)[S:7][C:8]=1[CH2:9][CH2:10][C:11]([C:13]1[CH:18]=[CH:17][C:16]([NH:19][S:20]([C:23]2[CH:28]=[CH:27][CH:26]=[CH:25][C:24]=2[N+:29]([O-:31])=[O:30])(=[O:22])=[O:21])=[CH:15][CH:14]=1)=[O:12])([CH3:3])[CH3:2].IC.[C:44](=O)([O-])[O-].[K+].[K+].Cl. (5) Given the product [OH:7][CH2:6][C:8]1[CH:9]=[CH:10][CH:11]=[C:12]2[C:17]=1[N:16]([C:18]([O:20][C:21]([CH3:24])([CH3:23])[CH3:22])=[O:19])[CH2:15][CH2:14][CH2:13]2, predict the reactants needed to synthesize it. The reactants are: [BH4-].[Na+].C(O)C.[CH:6]([C:8]1[CH:9]=[CH:10][CH:11]=[C:12]2[C:17]=1[N:16]([C:18]([O:20][C:21]([CH3:24])([CH3:23])[CH3:22])=[O:19])[CH2:15][CH2:14][CH2:13]2)=[O:7].